Dataset: Forward reaction prediction with 1.9M reactions from USPTO patents (1976-2016). Task: Predict the product of the given reaction. (1) The product is: [Cl:1][C:2]1[N:9]=[C:8]([N:21]([CH3:20])[C@@H:22]2[CH2:26][CH2:25][N:24]([C:27]([O:29][C:30]([CH3:32])([CH3:31])[CH3:33])=[O:28])[CH2:23]2)[CH:7]=[CH:6][C:3]=1[C:4]#[N:5]. Given the reactants [Cl:1][C:2]1[N:9]=[C:8](Cl)[CH:7]=[CH:6][C:3]=1[C:4]#[N:5].CCN(C(C)C)C(C)C.[CH3:20][NH:21][C@@H:22]1[CH2:26][CH2:25][N:24]([C:27]([O:29][C:30]([CH3:33])([CH3:32])[CH3:31])=[O:28])[CH2:23]1, predict the reaction product. (2) Given the reactants [CH:1]([O:4][C:5]1[CH:13]=[CH:12][C:8]([C:9](O)=[O:10])=[CH:7][C:6]=1[CH3:14])([CH3:3])[CH3:2].S(Cl)([Cl:17])=O, predict the reaction product. The product is: [CH:1]([O:4][C:5]1[CH:13]=[CH:12][C:8]([C:9]([Cl:17])=[O:10])=[CH:7][C:6]=1[CH3:14])([CH3:3])[CH3:2]. (3) Given the reactants [CH3:1][S:2]([N:5]1[CH2:10][CH:9]=[C:8]([C:11]2[CH:12]=[C:13]3[CH2:19][C@H:18]([CH:20]4[CH2:25][CH2:24][NH:23][CH2:22][CH2:21]4)[O:17][C:14]3=[CH:15][N:16]=2)[CH2:7][CH2:6]1)(=[O:4])=[O:3].Cl[C:27]1[CH:32]=[CH:31][C:30]([C:33]([F:36])([F:35])[F:34])=[CH:29][N:28]=1, predict the reaction product. The product is: [CH3:1][S:2]([N:5]1[CH2:6][CH:7]=[C:8]([C:11]2[CH:12]=[C:13]3[CH2:19][C@H:18]([CH:20]4[CH2:25][CH2:24][N:23]([C:27]5[CH:32]=[CH:31][C:30]([C:33]([F:36])([F:35])[F:34])=[CH:29][N:28]=5)[CH2:22][CH2:21]4)[O:17][C:14]3=[CH:15][N:16]=2)[CH2:9][CH2:10]1)(=[O:3])=[O:4]. (4) Given the reactants [Br:1][C:2]1[CH:3]=[C:4]2[C:9](=[CH:10][CH:11]=1)[N:8]=[C:7]([CH3:12])[C:6]([CH2:13][C:14]1[CH:19]=[CH:18][C:17]([C:20]([F:23])([F:22])[F:21])=[CH:16][CH:15]=1)=[C:5]2O.P(Cl)(Cl)([Cl:27])=O, predict the reaction product. The product is: [Br:1][C:2]1[CH:3]=[C:4]2[C:9](=[CH:10][CH:11]=1)[N:8]=[C:7]([CH3:12])[C:6]([CH2:13][C:14]1[CH:19]=[CH:18][C:17]([C:20]([F:23])([F:22])[F:21])=[CH:16][CH:15]=1)=[C:5]2[Cl:27]. (5) Given the reactants C1(C(C2C3C(=C(CSC)C=CC=3)NC=2)(C2C=C[C:9]3[O:10]CC[O:13][C:8]=3C=2)C)CC1.Cl[C:29]1[CH:34]=[CH:33][C:32]([C:35]([C:40]2[C:48]3[C:43](=[C:44]([CH2:49][S:50]([CH3:53])(=[O:52])=[O:51])[CH:45]=[CH:46][CH:47]=3)[NH:42][CH:41]=2)([CH:37]2[CH2:39][CH2:38]2)[CH3:36])=[CH:31][CH:30]=1, predict the reaction product. The product is: [CH:37]1([C:35]([C:40]2[C:48]3[C:43](=[C:44]([CH2:49][S:50]([CH3:53])(=[O:52])=[O:51])[CH:45]=[CH:46][CH:47]=3)[NH:42][CH:41]=2)([C:32]2[CH:33]=[CH:34][C:29]3[O:10][CH2:9][CH2:8][O:13][C:30]=3[CH:31]=2)[CH3:36])[CH2:39][CH2:38]1. (6) Given the reactants Cl[C:2]1[N:10]=[CH:9][N:8]=[C:7]2[C:3]=1[N:4]=[C:5]([C:17]1[CH:22]=[CH:21][CH:20]=[CH:19][CH:18]=1)[N:6]2[C:11]1[CH:16]=[CH:15][CH:14]=[CH:13][CH:12]=1.Cl.Cl.[CH3:25][C:26]1[C:31]([CH3:32])=[CH:30][CH:29]=[CH:28][C:27]=1[N:33]1[CH2:38][CH2:37][N:36]([CH2:39][CH2:40][CH2:41][NH2:42])[CH2:35][CH2:34]1.C(N(CC)CC)C, predict the reaction product. The product is: [CH3:25][C:26]1[C:31]([CH3:32])=[CH:30][CH:29]=[CH:28][C:27]=1[N:33]1[CH2:34][CH2:35][N:36]([CH2:39][CH2:40][CH2:41][NH:42][C:2]2[N:10]=[CH:9][N:8]=[C:7]3[C:3]=2[N:4]=[C:5]([C:17]2[CH:22]=[CH:21][CH:20]=[CH:19][CH:18]=2)[N:6]3[C:11]2[CH:16]=[CH:15][CH:14]=[CH:13][CH:12]=2)[CH2:37][CH2:38]1. (7) Given the reactants CC1[CH:3]=[C:4]([C:7]2[C:8]([C:24]3[CH:29]=[CH:28][CH:27]=[CH:26][CH:25]=3)=[C:9]([C:13]([CH:15]([C:17]3[CH:22]=[CH:21][C:20]([F:23])=[CH:19][CH:18]=3)[OH:16])=[O:14])[CH:10]=[CH:11][CH:12]=2)SC=1.O[O:31][S:32]([O-:34])=O.[K+].O1[CH2:40][CH2:39][CH2:38][CH2:37]1.O.[CH3:42]O, predict the reaction product. The product is: [CH3:42][S:32]([C:38]1[CH:39]=[CH:40][C:4]([C:7]2[C:8]([C:24]3[CH:25]=[CH:26][CH:27]=[CH:28][CH:29]=3)=[C:9]([C:13]([CH:15]([C:17]3[CH:22]=[CH:21][C:20]([F:23])=[CH:19][CH:18]=3)[OH:16])=[O:14])[CH:10]=[CH:11][CH:12]=2)=[CH:3][CH:37]=1)(=[O:34])=[O:31].